This data is from Reaction yield outcomes from USPTO patents with 853,638 reactions. The task is: Predict the reaction yield, written as a fraction of the theoretical maximum amount of product (1.0 means a 100% yield; for example, 0.34 means a 34% yield). The reactants are [Br:1][C:2]1[CH:3]=[C:4]([C:8]([OH:10])=O)[N:5]([CH3:7])[CH:6]=1.C[N:12](C(ON1N=NC2C=CC=NC1=2)=[N+](C)C)C.F[P-](F)(F)(F)(F)F.CCN(C(C)C)C(C)C.N. The catalyst is CN(C=O)C. The product is [Br:1][C:2]1[CH:3]=[C:4]([C:8]([NH2:12])=[O:10])[N:5]([CH3:7])[CH:6]=1. The yield is 0.460.